This data is from Peptide-MHC class I binding affinity with 185,985 pairs from IEDB/IMGT. The task is: Regression. Given a peptide amino acid sequence and an MHC pseudo amino acid sequence, predict their binding affinity value. This is MHC class I binding data. The peptide sequence is FAAPQFSLWR. The MHC is Mamu-A2201 with pseudo-sequence Mamu-A2201. The binding affinity (normalized) is 0.